Dataset: Reaction yield outcomes from USPTO patents with 853,638 reactions. Task: Predict the reaction yield, written as a fraction of the theoretical maximum amount of product (1.0 means a 100% yield; for example, 0.34 means a 34% yield). The reactants are C[C:2]1[C:3]([CH:8]2[CH:13](C)[CH2:12][CH2:11][CH:10]([C:15]3[CH:20]=[CH:19][CH:18]=[CH:17][N:16]=3)[N:9]2[CH2:21][CH:22]2[CH2:25][N:24](S(C3C=CC=CC=3[N+]([O-])=O)(=O)=O)[CH2:23]2)=[N:4][CH:5]=[CH:6][CH:7]=1.C1(S)C=CC=CC=1.C([O-])([O-])=O.[K+].[K+]. The catalyst is CC#N. The product is [NH:24]1[CH2:23][CH:22]([CH2:21][N:9]2[CH:10]([C:15]3[CH:20]=[CH:19][CH:18]=[CH:17][N:16]=3)[CH2:11][CH2:12][CH2:13][CH:8]2[C:3]2[CH:2]=[CH:7][CH:6]=[CH:5][N:4]=2)[CH2:25]1. The yield is 0.800.